Dataset: Forward reaction prediction with 1.9M reactions from USPTO patents (1976-2016). Task: Predict the product of the given reaction. (1) Given the reactants NC1C=CC(C([O:8][CH2:9]C)=O)=CC=1.[NH2:13][CH2:14][C:15]1[CH:25]=[CH:24][C:18]([C:19]([O:21]CC)=O)=[CH:17][CH:16]=1.FC(F)(F)C1C=[C:30]([NH:34]N)C=CC=1.[Cl:38][C:39]1[CH:40]=[C:41]([NH:45][NH2:46])[CH:42]=[CH:43][CH:44]=1.[NH2:47][C@@H:48]1[C:56]2[C:51](=[CH:52][CH:53]=[CH:54][CH:55]=2)[CH2:50][C@@H:49]1[OH:57], predict the reaction product. The product is: [Cl:38][C:39]1[CH:40]=[C:41]([N:45]2[C:9](=[O:8])[NH:34][C:30]([NH:13][CH2:14][C:15]3[CH:16]=[CH:17][C:18]([C:19]([NH:47][C@@H:48]4[C:56]5[C:51](=[CH:52][CH:53]=[CH:54][CH:55]=5)[CH2:50][C@@H:49]4[OH:57])=[O:21])=[CH:24][CH:25]=3)=[N:46]2)[CH:42]=[CH:43][CH:44]=1. (2) Given the reactants [O-]S([O-])(=O)=O.[Mg+2].C(N(CC)CC)C.[CH3:14][O:15][C:16]([C:18]1[CH:26]=[C:25]2[C:21]([C:22]([CH:50]3[CH2:55][CH2:54][CH2:53][CH2:52][CH2:51]3)=[C:23]([C:36]3[CH:41]=[CH:40][C:39]([N+:42]([O-])=O)=[C:38]([CH:45](OC)[O:46]C)[CH:37]=3)[N:24]2[CH2:27][C:28]([N:30]2[CH2:35][CH2:34][O:33][CH2:32][CH2:31]2)=[O:29])=[CH:20][CH:19]=1)=[O:17].C(O)(=O)C, predict the reaction product. The product is: [CH3:14][O:15][C:16]([C:18]1[CH:26]=[C:25]2[C:21]([C:22]([CH:50]3[CH2:55][CH2:54][CH2:53][CH2:52][CH2:51]3)=[C:23]([C:36]3[CH:41]=[CH:40][C:39]([NH2:42])=[C:38]([CH:45]=[O:46])[CH:37]=3)[N:24]2[CH2:27][C:28]([N:30]2[CH2:35][CH2:34][O:33][CH2:32][CH2:31]2)=[O:29])=[CH:20][CH:19]=1)=[O:17].